From a dataset of Catalyst prediction with 721,799 reactions and 888 catalyst types from USPTO. Predict which catalyst facilitates the given reaction. Reactant: [Br:1][C:2]1[N:7]=[C:6]([NH:8][C:9]2[CH:10]=[C:11]3[C:16](=[CH:17][CH:18]=2)[CH2:15][N:14](C(OC(C)(C)C)=O)[CH2:13][CH2:12]3)[C:5](=[O:26])[N:4]([CH3:27])[CH:3]=1.Cl. Product: [Br:1][C:2]1[N:7]=[C:6]([NH:8][C:9]2[CH:10]=[C:11]3[C:16](=[CH:17][CH:18]=2)[CH2:15][NH:14][CH2:13][CH2:12]3)[C:5](=[O:26])[N:4]([CH3:27])[CH:3]=1. The catalyst class is: 12.